Dataset: Reaction yield outcomes from USPTO patents with 853,638 reactions. Task: Predict the reaction yield, written as a fraction of the theoretical maximum amount of product (1.0 means a 100% yield; for example, 0.34 means a 34% yield). (1) The reactants are [Br:1][C:2]1[C:11]2[N:10]=[CH:9][CH:8]=[N:7][C:6]=2[C:5]([C:12]([O:14]C)=[O:13])=[C:4]([O:16]C)[CH:3]=1.B(Br)(Br)Br. The catalyst is ClCCl. The product is [Br:1][C:2]1[C:11]2[N:10]=[CH:9][CH:8]=[N:7][C:6]=2[C:5]([C:12]([OH:14])=[O:13])=[C:4]([OH:16])[CH:3]=1. The yield is 0.880. (2) The reactants are Cl[C:2]1[N:7]=[C:6]([CH2:8][CH2:9][C:10]2[CH:15]=[CH:14][CH:13]=[CH:12][C:11]=2[C:16]2([C:19]([NH2:21])=[O:20])[CH2:18][CH2:17]2)[C:5]([Cl:22])=[CH:4][N:3]=1.C([O-])([O-])=O.[Cs+].[Cs+].[NH2:29][C:30]1[CH:31]=[N:32][CH:33]=[N:34][CH:35]=1.CC1(C)C2C(=C(P(C3C=CC=CC=3)C3C=CC=CC=3)C=CC=2)OC2C(P(C3C=CC=CC=3)C3C=CC=CC=3)=CC=CC1=2. The catalyst is O1CCOCC1.C(O)(=O)CC(CC(O)=O)(C(O)=O)O. The product is [Cl:22][C:5]1[C:6]([CH2:8][CH2:9][C:10]2[CH:15]=[CH:14][CH:13]=[CH:12][C:11]=2[C:16]2([C:19]([NH2:21])=[O:20])[CH2:18][CH2:17]2)=[N:7][C:2]([NH:29][C:30]2[CH:31]=[N:32][CH:33]=[N:34][CH:35]=2)=[N:3][CH:4]=1. The yield is 0.210.